This data is from Tyrosyl-DNA phosphodiesterase HTS with 341,365 compounds. The task is: Binary Classification. Given a drug SMILES string, predict its activity (active/inactive) in a high-throughput screening assay against a specified biological target. (1) The compound is Clc1c(NC=2NCCN2)c(Cl)ccc1. The result is 0 (inactive). (2) The molecule is Fc1c(N2CC(CC2=O)C(=O)Nc2ccc(OCC)cc2)cccc1. The result is 0 (inactive).